This data is from Choline transporter screen with 302,306 compounds. The task is: Binary Classification. Given a drug SMILES string, predict its activity (active/inactive) in a high-throughput screening assay against a specified biological target. (1) The drug is OC1CC(C(CC1)CCCO)c1c(O)cc(C(CCCCCC)(C)C)cc1. The result is 0 (inactive). (2) The molecule is O1C(CCC1)CN1C(=O)c2c(C1=O)ccc(c2)C(=O)Nc1cc(c(cc1)C)C. The result is 0 (inactive).